Dataset: Full USPTO retrosynthesis dataset with 1.9M reactions from patents (1976-2016). Task: Predict the reactants needed to synthesize the given product. (1) Given the product [F:1][C:2]1[CH:3]=[C:4]([CH:38]=[C:39]([F:41])[CH:40]=1)[CH2:5][C:6]1[CH:7]=[C:8]2[C:12](=[CH:13][CH:14]=1)[N:11]([C:43]([O:45][CH2:46][CH3:47])=[O:44])[N:10]=[C:9]2[NH:15][C:16]([C:17]1[CH:22]=[CH:21][C:20]([N:23]2[CH2:28][CH2:27][N:26]([CH3:29])[CH2:25][CH2:24]2)=[CH:19][C:18]=1[NH:30][CH:31]1[CH2:32][CH2:33][O:34][CH2:35][CH2:36]1)=[O:37], predict the reactants needed to synthesize it. The reactants are: [F:1][C:2]1[CH:3]=[C:4]([CH:38]=[C:39]([F:41])[CH:40]=1)[CH2:5][C:6]1[CH:7]=[C:8]2[C:12](=[CH:13][CH:14]=1)[NH:11][N:10]=[C:9]2[NH:15][C:16](=[O:37])[C:17]1[CH:22]=[CH:21][C:20]([N:23]2[CH2:28][CH2:27][N:26]([CH3:29])[CH2:25][CH2:24]2)=[CH:19][C:18]=1[NH:30][CH:31]1[CH2:36][CH2:35][O:34][CH2:33][CH2:32]1.Cl[C:43]([O:45][CH2:46][CH3:47])=[O:44]. (2) The reactants are: [N:1]1([CH2:7][CH2:8][CH2:9][O:10][C:11]2[CH:21]=[CH:20][C:14]3[CH2:15][CH2:16][NH:17][CH2:18][CH2:19][C:13]=3[CH:12]=2)[CH2:6][CH2:5][CH2:4][CH2:3][CH2:2]1.[CH:22]([N:25]=[C:26]=[O:27])([CH3:24])[CH3:23].C(O)C(N)(CO)CO. Given the product [CH:22]([NH:25][C:26]([N:17]1[CH2:18][CH2:19][C:13]2[CH:12]=[C:11]([O:10][CH2:9][CH2:8][CH2:7][N:1]3[CH2:2][CH2:3][CH2:4][CH2:5][CH2:6]3)[CH:21]=[CH:20][C:14]=2[CH2:15][CH2:16]1)=[O:27])([CH3:24])[CH3:23], predict the reactants needed to synthesize it. (3) Given the product [Cl:24][CH2:11][C:10]#[C:9][C@H:6]1[CH2:7][CH2:8][C@H:3]([N:2]([CH3:1])[C:13]2[N:14]=[N:15][C:16]([CH3:19])=[CH:17][CH:18]=2)[CH2:4][CH2:5]1, predict the reactants needed to synthesize it. The reactants are: [CH3:1][N:2]([C:13]1[N:14]=[N:15][C:16]([CH3:19])=[CH:17][CH:18]=1)[C@H:3]1[CH2:8][CH2:7][C@H:6]([C:9]#[C:10][CH2:11]O)[CH2:5][CH2:4]1.CS([Cl:24])(=O)=O.N1C(C)=CC=CC=1C.O. (4) The reactants are: [Br:1][C:2]1[N:3]=[C:4]([C:10]([F:13])([F:12])[F:11])[S:5][C:6]=1[C:7](Cl)=O.[CH3:14][NH:15][C:16]1[CH:17]=[N:18][C:19]([C:23]([F:26])([F:25])[F:24])=[CH:20][C:21]=1[NH2:22]. Given the product [Br:1][C:2]1[N:3]=[C:4]([C:10]([F:13])([F:12])[F:11])[S:5][C:6]=1[C:7]1[N:15]([CH3:14])[C:16]2[CH:17]=[N:18][C:19]([C:23]([F:24])([F:25])[F:26])=[CH:20][C:21]=2[N:22]=1, predict the reactants needed to synthesize it. (5) Given the product [N+:1]([C:4]1[CH:5]=[C:6]([NH:7][S:15]([CH3:14])(=[O:17])=[O:16])[CH:8]=[CH:9][C:10]=1[N+:11]([O-:13])=[O:12])([O-:3])=[O:2], predict the reactants needed to synthesize it. The reactants are: [N+:1]([C:4]1[CH:5]=[C:6]([CH:8]=[CH:9][C:10]=1[N+:11]([O-:13])=[O:12])[NH2:7])([O-:3])=[O:2].[CH3:14][S:15](Cl)(=[O:17])=[O:16].N1C=CC=CC=1. (6) Given the product [N:25]([CH2:2][C@H:3]([NH:17][C:18](=[O:24])[O:19][C:20]([CH3:23])([CH3:22])[CH3:21])[C:4]1[CH:9]=[CH:8][C:7]([O:10][CH2:11][CH:12]([CH3:16])[CH2:13][CH2:14][CH3:15])=[CH:6][CH:5]=1)=[N+:26]=[N-:27], predict the reactants needed to synthesize it. The reactants are: Br[CH2:2][C@H:3]([NH:17][C:18](=[O:24])[O:19][C:20]([CH3:23])([CH3:22])[CH3:21])[C:4]1[CH:9]=[CH:8][C:7]([O:10][CH2:11][CH:12]([CH3:16])[CH2:13][CH2:14][CH3:15])=[CH:6][CH:5]=1.[N-:25]=[N+:26]=[N-:27].[Na+]. (7) Given the product [C:1]([O:5][C:6](=[O:26])/[C:7](=[CH:11]/[C:12]1[CH:17]=[CH:16][C:15]([N:18]2[CH:22]=[C:21]([CH3:23])[N:20]=[CH:19]2)=[C:14]([O:24][CH3:25])[CH:13]=1)/[CH2:8][CH2:9][N:50]1[C:46](=[O:56])[C:47]2[C:48](=[CH:52][CH:53]=[CH:54][CH:55]=2)[C:49]1=[O:51])([CH3:2])([CH3:4])[CH3:3], predict the reactants needed to synthesize it. The reactants are: [C:1]([O:5][C:6](=[O:26])/[C:7](=[CH:11]/[C:12]1[CH:17]=[CH:16][C:15]([N:18]2[CH:22]=[C:21]([CH3:23])[N:20]=[CH:19]2)=[C:14]([O:24][CH3:25])[CH:13]=1)/[CH2:8][CH2:9]O)([CH3:4])([CH3:3])[CH3:2].C1(P(C2C=CC=CC=2)C2C=CC=CC=2)C=CC=CC=1.[C:46]1(=[O:56])[NH:50][C:49](=[O:51])[C:48]2=[CH:52][CH:53]=[CH:54][CH:55]=[C:47]12.N(C(OC(C)C)=O)=NC(OC(C)C)=O.